Predict the reactants needed to synthesize the given product. From a dataset of Full USPTO retrosynthesis dataset with 1.9M reactions from patents (1976-2016). (1) Given the product [C:9]([CH2:8][C:3]1[CH:4]=[CH:5][CH:6]=[CH:7][C:2]=1[C:19]#[C:18][C:20]1[CH:32]=[C:31]2[C:23]([C:24]3[CH:25]=[CH:26][C:27]([C:34]#[N:35])=[CH:28][C:29]=3[C:30]2=[O:33])=[CH:22][CH:21]=1)#[N:10], predict the reactants needed to synthesize it. The reactants are: Br[C:2]1[CH:7]=[CH:6][CH:5]=[CH:4][C:3]=1[CH2:8][C:9]#[N:10].N(C(C)C)C(C)C.[C:18]([C:20]1[CH:32]=[C:31]2[C:23]([C:24]3[CH:25]=[CH:26][C:27]([C:34]#[N:35])=[CH:28][C:29]=3[C:30]2=[O:33])=[CH:22][CH:21]=1)#[CH:19]. (2) Given the product [O:1]1[CH:5]=[CH:4][CH:3]=[C:2]1[C:6]1[C:11]([I:12])=[C:10]([O:20][CH:17]([CH3:19])[CH3:18])[N:9]=[C:8]([NH2:16])[N:7]=1, predict the reactants needed to synthesize it. The reactants are: [O:1]1[CH:5]=[CH:4][CH:3]=[C:2]1[C:6]1[C:11]([I:12])=[C:10](S(C)=O)[N:9]=[C:8]([NH2:16])[N:7]=1.[CH:17]([OH:20])([CH3:19])[CH3:18].C1CCN2C(=NCCC2)CC1.